Dataset: Peptide-MHC class I binding affinity with 185,985 pairs from IEDB/IMGT. Task: Regression. Given a peptide amino acid sequence and an MHC pseudo amino acid sequence, predict their binding affinity value. This is MHC class I binding data. (1) The binding affinity (normalized) is 1.00. The MHC is HLA-B07:02 with pseudo-sequence HLA-B07:02. The peptide sequence is IPRLGGMAF. (2) The peptide sequence is PYPQPQPQY. The MHC is HLA-A23:01 with pseudo-sequence HLA-A23:01. The binding affinity (normalized) is 0.00111. (3) The MHC is HLA-B35:01 with pseudo-sequence HLA-B35:01. The binding affinity (normalized) is 0.184. The peptide sequence is FTNMEVQLVR. (4) The peptide sequence is RYPLTFGWCF. The binding affinity (normalized) is 0.184. The MHC is HLA-B15:03 with pseudo-sequence HLA-B15:03.